This data is from Peptide-MHC class I binding affinity with 185,985 pairs from IEDB/IMGT. The task is: Regression. Given a peptide amino acid sequence and an MHC pseudo amino acid sequence, predict their binding affinity value. This is MHC class I binding data. (1) The peptide sequence is VYAYPSGEK. The MHC is HLA-A02:01 with pseudo-sequence HLA-A02:01. The binding affinity (normalized) is 0.0847. (2) The peptide sequence is PGYRWMCLRR. The MHC is HLA-A03:01 with pseudo-sequence HLA-A03:01. The binding affinity (normalized) is 0. (3) The peptide sequence is FSMQGAWAKV. The MHC is HLA-A02:03 with pseudo-sequence HLA-A02:03. The binding affinity (normalized) is 0.625. (4) The peptide sequence is MASDFNLPPV. The MHC is HLA-A02:06 with pseudo-sequence HLA-A02:06. The binding affinity (normalized) is 0.675. (5) The peptide sequence is LAVSGVYPM. The MHC is HLA-B15:01 with pseudo-sequence HLA-B15:01. The binding affinity (normalized) is 0.612. (6) The peptide sequence is YWMGGTTYF. The MHC is HLA-C15:02 with pseudo-sequence HLA-C15:02. The binding affinity (normalized) is 0.0847. (7) The peptide sequence is VGLSPFLLA. The MHC is Patr-A0301 with pseudo-sequence Patr-A0301. The binding affinity (normalized) is 0.0685.